Task: Predict which catalyst facilitates the given reaction.. Dataset: Catalyst prediction with 721,799 reactions and 888 catalyst types from USPTO (1) The catalyst class is: 2. Product: [Cl:1][C:2]1[CH:7]=[CH:6][CH:5]=[CH:4][C:3]=1[N:8]1[C:12]2[CH2:13][CH2:14][N:15]([CH2:30][C:29]3[CH:32]=[CH:33][C:26]([F:25])=[CH:27][CH:28]=3)[CH2:16][C:11]=2[CH:10]=[C:9]1[C:17]1[CH:18]=[CH:19][C:20]([O:23][CH3:24])=[CH:21][CH:22]=1. Reactant: [Cl:1][C:2]1[CH:7]=[CH:6][CH:5]=[CH:4][C:3]=1[N:8]1[C:16]2[NH:15][CH2:14][CH2:13][CH2:12][C:11]=2[CH:10]=[C:9]1[C:17]1[CH:22]=[CH:21][C:20]([O:23][CH3:24])=[CH:19][CH:18]=1.[F:25][C:26]1[CH:33]=[CH:32][C:29]([CH:30]=O)=[CH:28][CH:27]=1.C(O)(=O)C.[BH-](OC(C)=O)(OC(C)=O)OC(C)=O.[Na+].[OH-].[Na+]. (2) Reactant: [H-].[Na+].[I:3][C:4]1[C:9]([CH3:10])=[CH:8][CH:7]=[CH:6][C:5]=1[CH2:11][OH:12].Br[CH2:14][C:15]([O:17][C:18]([CH3:21])([CH3:20])[CH3:19])=[O:16].CCOC(C)=O. Product: [C:18]([O:17][C:15](=[O:16])[CH2:14][O:12][CH2:11][C:5]1[CH:6]=[CH:7][CH:8]=[C:9]([CH3:10])[C:4]=1[I:3])([CH3:21])([CH3:20])[CH3:19]. The catalyst class is: 18.